Dataset: Full USPTO retrosynthesis dataset with 1.9M reactions from patents (1976-2016). Task: Predict the reactants needed to synthesize the given product. (1) Given the product [NH2:11][C:9]1[N:10]=[C:5]2[CH:4]=[N:3][C:2]([C:29]3[CH:28]=[CH:27][C:26]([NH:25][C:23](=[O:24])[O:22][C:18]([CH3:20])([CH3:19])[CH3:21])=[CH:31][CH:30]=3)=[CH:7][N:6]2[N:8]=1, predict the reactants needed to synthesize it. The reactants are: Br[C:2]1[N:3]=[CH:4][C:5]2[N:6]([N:8]=[C:9]([NH2:11])[N:10]=2)[CH:7]=1.C(=O)([O-])[O-].[K+].[K+].[C:18]([O:22][C:23]([NH:25][C:26]1[CH:31]=[CH:30][C:29](B(O)O)=[CH:28][CH:27]=1)=[O:24])([CH3:21])([CH3:20])[CH3:19].O. (2) Given the product [F:46][C:43]([F:44])([F:45])[C:38]1[CH:39]=[CH:40][CH:41]=[CH:42][C:37]=1[NH:36][C:33]1[CH:34]=[CH:35][C:30]([CH2:29][NH:28][C:16]([C@:11]2([NH:10][C:8]([C:4]3[CH:3]=[N:21][CH:7]=[N:6][CH:5]=3)=[O:9])[CH2:15][CH2:14][O:13][CH2:12]2)=[O:18])=[CH:31][CH:32]=1, predict the reactants needed to synthesize it. The reactants are: NC1[CH:3]=[C:4]([C:8]([NH:10][C@@:11]2([C:16]([OH:18])=O)[CH2:15][CH2:14][O:13][CH2:12]2)=[O:9])[CH:5]=[N:6][CH:7]=1.CC[N:21](C(C)C)C(C)C.[NH2:28][CH2:29][C:30]1[CH:35]=[CH:34][C:33]([NH:36][C:37]2[CH:42]=[CH:41][CH:40]=[CH:39][C:38]=2[C:43]([F:46])([F:45])[F:44])=[CH:32][CH:31]=1. (3) Given the product [CH2:1]([N:8]1[C:16]2[C:15](=[O:17])[NH:14][C:13](=[O:18])[NH:12][C:11]=2[N:10]=[C:9]1[O:27][C:28]1[CH:33]=[CH:32][CH:31]=[C:30]([O:34][C:35]([F:38])([F:36])[F:37])[CH:29]=1)[C:2]1[CH:7]=[CH:6][CH:5]=[CH:4][CH:3]=1, predict the reactants needed to synthesize it. The reactants are: [CH2:1]([N:8]1[C:16]2[C:15](=[O:17])[NH:14][C:13](=[O:18])[N:12](COCC[Si](C)(C)C)[C:11]=2[N:10]=[C:9]1[O:27][C:28]1[CH:33]=[CH:32][CH:31]=[C:30]([O:34][C:35]([F:38])([F:37])[F:36])[CH:29]=1)[C:2]1[CH:7]=[CH:6][CH:5]=[CH:4][CH:3]=1.Cl. (4) Given the product [Cl:11][C:9]1[CH:8]=[CH:7][C:3]2[C:4](=[O:6])[O:5][C:26]([C:25]3[CH:29]=[CH:30][CH:31]=[CH:32][C:24]=3[O:23][CH3:22])=[N:1][C:2]=2[CH:10]=1, predict the reactants needed to synthesize it. The reactants are: [NH2:1][C:2]1[CH:10]=[C:9]([Cl:11])[CH:8]=[CH:7][C:3]=1[C:4]([OH:6])=[O:5].FC1C=CC=CC=1C(Cl)=O.[CH3:22][O:23][C:24]1[CH:32]=[CH:31][CH:30]=[CH:29][C:25]=1[C:26](Cl)=O. (5) Given the product [Cl-:25].[CH2:23]([C:20]1[CH:21]=[CH:22][C:17]([NH:16][C:15]2[C:10]([NH2+:9][C:6]3[CH:7]=[CH:8][C:3]([CH2:1][CH3:2])=[CH:4][CH:5]=3)=[N:11][CH:12]=[CH:13][N:14]=2)=[CH:18][CH:19]=1)[CH3:24], predict the reactants needed to synthesize it. The reactants are: [CH2:1]([C:3]1[CH:8]=[CH:7][C:6]([NH:9][C:10]2[C:15]([NH:16][C:17]3[CH:22]=[CH:21][C:20]([CH2:23][CH3:24])=[CH:19][CH:18]=3)=[N:14][CH:13]=[CH:12][N:11]=2)=[CH:5][CH:4]=1)[CH3:2].[ClH:25]. (6) The reactants are: [CH2:1]([N:3]1[CH2:8][CH2:7][CH2:6][CH:5]([CH2:9][CH2:10][N:11]2[C:19]([O:20][CH3:21])=[N:18][C:17]3[C:12]2=[N:13][C:14]([O:23][C@@H:24]([CH3:28])[CH2:25][CH2:26][CH3:27])=[N:15][C:16]=3[NH2:22])[CH2:4]1)[CH3:2].[CH3:29][C@H](OC1N=C2C(N=C(OC)N2CCCC2CCNCC2)=C(N)N=1)CCC.ICC. Given the product [CH2:4]([N:3]1[CH2:1][CH2:2][CH:6]([CH2:5][CH2:9][CH2:10][N:11]2[C:19]([O:20][CH3:21])=[N:18][C:17]3[C:12]2=[N:13][C:14]([O:23][C@@H:24]([CH3:28])[CH2:25][CH2:26][CH3:27])=[N:15][C:16]=3[NH2:22])[CH2:7][CH2:8]1)[CH3:29], predict the reactants needed to synthesize it. (7) Given the product [CH:1]([O:14][C:15]([C:17]1[N:18]2[CH:21]([S:22][CH:23]=1)[C:20](=[CH:25][C:26]1[N:27]=[C:28]3[N:32]([CH:33]=1)[CH2:31][CH2:30][S:29]3)[C:19]2=[O:38])=[O:16])([C:8]1[CH:9]=[CH:10][CH:11]=[CH:12][CH:13]=1)[C:2]1[CH:3]=[CH:4][CH:5]=[CH:6][CH:7]=1, predict the reactants needed to synthesize it. The reactants are: [CH:1]([O:14][C:15]([C:17]1[N:18]2[CH:21]([S:22][CH:23]=1)[C:20]([CH:25](OC(=O)C)[C:26]1[N:27]=[C:28]3[N:32]([CH:33]=1)[CH2:31][CH2:30][S:29]3)(Br)[C:19]2=[O:38])=[O:16])([C:8]1[CH:13]=[CH:12][CH:11]=[CH:10][CH:9]=1)[C:2]1[CH:7]=[CH:6][CH:5]=[CH:4][CH:3]=1.CC(O)=O.CN(CCN(C)C)C.